This data is from Forward reaction prediction with 1.9M reactions from USPTO patents (1976-2016). The task is: Predict the product of the given reaction. (1) Given the reactants Cl[C:2]1[C:7]2[CH2:8][N:9]([CH:12]([C:14]3[CH:15]=[N:16][C:17]([N:21]4[CH:25]=[CH:24][CH:23]=[N:22]4)=[C:18]([CH3:20])[CH:19]=3)[CH3:13])[C:10](=[O:11])[C:6]=2[CH:5]=[CH:4][N:3]=1.[CH:26]([O:28][C:29]1[CH:34]=[CH:33][CH:32]=[CH:31][CH:30]=1)=[O:27], predict the reaction product. The product is: [CH3:20][C:18]1[CH:19]=[C:14]([CH:12]([N:9]2[C:10](=[O:11])[C:6]3[CH:5]=[CH:4][N:3]=[C:2]([C:26]([O:28][C:29]4[CH:34]=[CH:33][CH:32]=[CH:31][CH:30]=4)=[O:27])[C:7]=3[CH2:8]2)[CH3:13])[CH:15]=[N:16][C:17]=1[N:21]1[CH:25]=[CH:24][CH:23]=[N:22]1. (2) Given the reactants Cl.[F:2][C:3]1[CH:4]=[C:5]([CH:8]=[CH:9][C:10]=1[NH:11][S:12]([CH3:15])(=[O:14])=[O:13])[CH2:6][NH2:7].CN1CCOCC1.[CH3:23][C:24]1[C:29]([CH:30]=[CH:31][C:32](O)=[O:33])=[CH:28][CH:27]=[C:26]([C:35]([F:38])([F:37])[F:36])[N:25]=1.O.[Cl-].COC1N=C(OC)N=C([N+]2(C)CCOCC2)N=1, predict the reaction product. The product is: [F:2][C:3]1[CH:4]=[C:5]([CH:8]=[CH:9][C:10]=1[NH:11][S:12]([CH3:15])(=[O:14])=[O:13])[CH2:6][NH:7][C:32](=[O:33])[CH:31]=[CH:30][C:29]1[C:24]([CH3:23])=[N:25][C:26]([C:35]([F:36])([F:37])[F:38])=[CH:27][CH:28]=1.